Dataset: Catalyst prediction with 721,799 reactions and 888 catalyst types from USPTO. Task: Predict which catalyst facilitates the given reaction. (1) Reactant: [NH:1]([C@@H:8]([C:40]1[CH:52]=[CH:51][C:43]([O:44][CH2:45][C:46]([O:48][CH2:49][CH3:50])=[O:47])=[CH:42][CH:41]=1)[C@@H:9]([S:24][CH2:25][C:26]1([C:34]2[CH:39]=[CH:38][CH:37]=[CH:36][CH:35]=2)[O:31][CH2:30][C:29]([CH3:33])([CH3:32])[CH2:28][O:27]1)[C:10](=[O:23])N1[C@@H](C2C=CC=CC=2)COC1=O)[C:2]1[CH:7]=[CH:6][CH:5]=[CH:4][CH:3]=1.C/C(/O[Si](C)(C)C)=N\[Si](C)(C)C.[F-].C([N+](CCCC)(CCCC)CCCC)CCC. Product: [CH3:33][C:29]1([CH3:32])[CH2:28][O:27][C:26]([CH2:25][S:24][C@H:9]2[C:10](=[O:23])[N:1]([C:2]3[CH:7]=[CH:6][CH:5]=[CH:4][CH:3]=3)[C@@H:8]2[C:40]2[CH:41]=[CH:42][C:43]([O:44][CH2:45][C:46]([O:48][CH2:49][CH3:50])=[O:47])=[CH:51][CH:52]=2)([C:34]2[CH:39]=[CH:38][CH:37]=[CH:36][CH:35]=2)[O:31][CH2:30]1. The catalyst class is: 11. (2) Reactant: [CH2:1]([C:5]1[O:6][C:7]2[CH:22]=[CH:21][CH:20]=[CH:19][C:8]=2[C:9]=1[CH:10](O)[C:11]1[CH:16]=[CH:15][C:14]([OH:17])=[CH:13][CH:12]=1)[CH2:2][CH2:3][CH3:4].C([SiH](CC)CC)C. Product: [CH2:1]([C:5]1[O:6][C:7]2[CH:22]=[CH:21][CH:20]=[CH:19][C:8]=2[C:9]=1[CH2:10][C:11]1[CH:12]=[CH:13][C:14]([OH:17])=[CH:15][CH:16]=1)[CH2:2][CH2:3][CH3:4]. The catalyst class is: 23. (3) Reactant: [CH:1]1([C:5]2[O:9][N:8]=[C:7]([C:10]3[C:15]([Cl:16])=[CH:14][N:13]=[CH:12][C:11]=3[Cl:17])[C:6]=2[CH2:18][O:19][C:20]2[CH:25]=[CH:24][C:23]([C:26]3[CH:27]=[C:28]4[C:33](=[CH:34][CH:35]=3)[N:32]=[C:31]([C:36]([O:38]C)=[O:37])[CH:30]=[CH:29]4)=[CH:22][CH:21]=2)[CH2:4][CH2:3][CH2:2]1.O1CCCC1.[OH-].[Na+].Cl. Product: [CH:1]1([C:5]2[O:9][N:8]=[C:7]([C:10]3[C:11]([Cl:17])=[CH:12][N:13]=[CH:14][C:15]=3[Cl:16])[C:6]=2[CH2:18][O:19][C:20]2[CH:25]=[CH:24][C:23]([C:26]3[CH:27]=[C:28]4[C:33](=[CH:34][CH:35]=3)[N:32]=[C:31]([C:36]([OH:38])=[O:37])[CH:30]=[CH:29]4)=[CH:22][CH:21]=2)[CH2:2][CH2:3][CH2:4]1. The catalyst class is: 5.